From a dataset of Forward reaction prediction with 1.9M reactions from USPTO patents (1976-2016). Predict the product of the given reaction. (1) The product is: [Br:1][C:27]1[C:28]([O:30][CH2:31][CH2:32][N:33]2[CH2:34][CH2:35][O:36][CH2:37][CH2:38]2)=[CH:29][C:24]([N:23]2[CH2:22][CH2:21][N:20]([C:39]([O:41][C:42]([CH3:44])([CH3:43])[CH3:45])=[O:40])[CH2:19][C@@H:18]2[CH3:17])=[N:25][CH:26]=1. Given the reactants [Br:1]C1C=C(OC)C(N2CCN(C)CC2)=NC=1.[CH3:17][C@@H:18]1[N:23]([C:24]2[CH:29]=[C:28]([O:30][CH2:31][CH2:32][N:33]3[CH2:38][CH2:37][O:36][CH2:35][CH2:34]3)[CH:27]=[CH:26][N:25]=2)[CH2:22][CH2:21][N:20]([C:39]([O:41][C:42]([CH3:45])([CH3:44])[CH3:43])=[O:40])[CH2:19]1, predict the reaction product. (2) Given the reactants [C:1]([C:5]1[CH:10]=[CH:9][C:8]([C:11]2[NH:12][C:13]([C:25]3[CH:30]=[CH:29][C:28]([Cl:31])=[CH:27][CH:26]=3)([CH3:24])[C:14]([C:17]3[CH:22]=[CH:21][C:20]([Cl:23])=[CH:19][CH:18]=3)([CH3:16])[N:15]=2)=[C:7]([O:32][CH2:33][CH3:34])[CH:6]=1)([CH3:4])([CH3:3])[CH3:2].C(N(CC)CC)C.[C:42](Cl)(=[O:44])[CH3:43], predict the reaction product. The product is: [C:1]([C:5]1[CH:10]=[CH:9][C:8]([C:11]2[N:15]([C:42](=[O:44])[CH3:43])[C@@:14]([C:17]3[CH:22]=[CH:21][C:20]([Cl:23])=[CH:19][CH:18]=3)([CH3:16])[C@@:13]([C:25]3[CH:26]=[CH:27][C:28]([Cl:31])=[CH:29][CH:30]=3)([CH3:24])[N:12]=2)=[C:7]([O:32][CH2:33][CH3:34])[CH:6]=1)([CH3:2])([CH3:3])[CH3:4].